This data is from Forward reaction prediction with 1.9M reactions from USPTO patents (1976-2016). The task is: Predict the product of the given reaction. (1) Given the reactants [CH2:1]([O:3][C:4]([NH:6][C:7]1[CH:12]=[CH:11][C:10]([N:13]2[CH2:18][CH2:17][O:16][CH2:15][CH2:14]2)=[C:9]([F:19])[CH:8]=1)=[O:5])[CH3:2].C([C:24]1[CH:34]=[CH:33][CH:32]=[C:26]2[C:27]([NH:29][C:30](=[O:31])[C:25]=12)=[O:28])[C@@H]1OC1.[CH2:35](N(CC)CC)C, predict the reaction product. The product is: [F:19][C:9]1[CH:8]=[C:7]([N:6]2[CH2:2][C@H:1]([CH2:35][N:29]3[C:30](=[O:31])[C:25]4=[CH:24][CH:34]=[CH:33][CH:32]=[C:26]4[C:27]3=[O:28])[O:3][C:4]2=[O:5])[CH:12]=[CH:11][C:10]=1[N:13]1[CH2:18][CH2:17][O:16][CH2:15][CH2:14]1. (2) The product is: [Cl:1][C:2]1[C:7]([C:8](=[O:9])[CH2:16][C:15]2[CH:19]=[CH:20][CH:21]=[CH:22][C:14]=2[Cl:13])=[CH:6][N:5]=[C:4]([S:11][CH3:12])[N:3]=1. Given the reactants [Cl:1][C:2]1[C:7]([C:8](Cl)=[O:9])=[CH:6][N:5]=[C:4]([S:11][CH3:12])[N:3]=1.[Cl:13][C:14]1[CH:22]=[CH:21][CH:20]=[CH:19][C:15]=1[CH2:16][Mg]Cl, predict the reaction product. (3) The product is: [CH:1]([C:4]1[C:8]([CH2:9][OH:10])=[CH:7][N:6]([C:14]2[CH:19]=[CH:18][C:17]([C:20]([F:22])([F:23])[F:21])=[CH:16][CH:15]=2)[N:5]=1)([CH3:3])[CH3:2]. Given the reactants [CH:1]([C:4]1[C:8]([C:9](OCC)=[O:10])=[CH:7][N:6]([C:14]2[CH:19]=[CH:18][C:17]([C:20]([F:23])([F:22])[F:21])=[CH:16][CH:15]=2)[N:5]=1)([CH3:3])[CH3:2].[H-].[Al+3].[Li+].[H-].[H-].[H-].O.O.O.O.O.O.O.O.O.O.[O-]S([O-])(=O)=O.[Na+].[Na+], predict the reaction product.